Dataset: Catalyst prediction with 721,799 reactions and 888 catalyst types from USPTO. Task: Predict which catalyst facilitates the given reaction. (1) Product: [Br:1][C:2]1[CH:9]=[CH:8][C:5]([CH2:6][N:11]([CH3:12])[CH3:10])=[CH:4][CH:3]=1. Reactant: [Br:1][C:2]1[CH:9]=[CH:8][C:5]([CH2:6]Br)=[CH:4][CH:3]=1.[CH3:10][NH:11][CH3:12].Cl. The catalyst class is: 3. (2) Reactant: [C:1](O)([C:14]1[CH:19]=[CH:18][CH:17]=[CH:16][CH:15]=1)([C:8]1[CH:13]=[CH:12][CH:11]=[CH:10][CH:9]=1)[C:2]1[CH:7]=[CH:6][CH:5]=[CH:4][CH:3]=1.[C:21](Cl)([C:34]1[CH:39]=[CH:38][CH:37]=[CH:36][CH:35]=1)([C:28]1[CH:33]=[CH:32][CH:31]=[CH:30][CH:29]=1)[C:22]1[CH:27]=[CH:26][CH:25]=[CH:24][CH:23]=1.[C:41]1([CH:48]=[CH:47][CH:46]=[C:44]([OH:45])[CH:43]=1)[OH:42]. Product: [C:1]([C:46]1[CH:47]=[C:48]([C:21]([C:22]2[CH:27]=[CH:26][CH:25]=[CH:24][CH:23]=2)([C:34]2[CH:35]=[CH:36][CH:37]=[CH:38][CH:39]=2)[C:28]2[CH:29]=[CH:30][CH:31]=[CH:32][CH:33]=2)[C:41]([OH:42])=[CH:43][C:44]=1[OH:45])([C:14]1[CH:19]=[CH:18][CH:17]=[CH:16][CH:15]=1)([C:8]1[CH:13]=[CH:12][CH:11]=[CH:10][CH:9]=1)[C:2]1[CH:7]=[CH:6][CH:5]=[CH:4][CH:3]=1. The catalyst class is: 15.